From a dataset of Full USPTO retrosynthesis dataset with 1.9M reactions from patents (1976-2016). Predict the reactants needed to synthesize the given product. Given the product [Cl:10][C:11]1[N:16]=[C:15]([NH:17][C:18]2[CH:19]=[CH:20][CH:21]=[C:22]3[C:27]=2[S:26](=[O:6])(=[O:5])[CH2:25][CH2:24][CH2:23]3)[C:14]([Cl:28])=[CH:13][N:12]=1, predict the reactants needed to synthesize it. The reactants are: B1([O-])OO1.[OH2:5].[OH2:6].O.O.[Na+].[Cl:10][C:11]1[N:16]=[C:15]([NH:17][C:18]2[CH:19]=[CH:20][CH:21]=[C:22]3[C:27]=2[S:26][CH2:25][CH2:24][CH2:23]3)[C:14]([Cl:28])=[CH:13][N:12]=1.O.